From a dataset of Full USPTO retrosynthesis dataset with 1.9M reactions from patents (1976-2016). Predict the reactants needed to synthesize the given product. (1) Given the product [O:1]1[C:5]2[C:4](=[CH:9][C:8]3[NH:10][C:12]([SH:13])=[N:11][C:7]=3[CH:6]=2)[O:3][CH2:2]1, predict the reactants needed to synthesize it. The reactants are: [O:1]1[C:5]2[CH:6]=[C:7]([NH2:11])[C:8]([NH2:10])=[CH:9][C:4]=2[O:3][CH2:2]1.[C:12](=S)=[S:13]. (2) Given the product [C:1]([O:5][C:6]([N:8]1[CH2:13][CH2:12][CH:11]([CH2:14][CH2:15][O:16][CH2:25][C:24]2[CH:23]=[CH:22][C:21]([C:20]([F:19])([F:29])[F:30])=[CH:28][CH:27]=2)[CH2:10][CH2:9]1)=[O:7])([CH3:4])([CH3:3])[CH3:2], predict the reactants needed to synthesize it. The reactants are: [C:1]([O:5][C:6]([N:8]1[CH2:13][CH2:12][CH:11]([CH2:14][CH2:15][OH:16])[CH2:10][CH2:9]1)=[O:7])([CH3:4])([CH3:3])[CH3:2].[H-].[Na+].[F:19][C:20]([F:30])([F:29])[C:21]1[CH:28]=[CH:27][C:24]([CH2:25]Br)=[CH:23][CH:22]=1.[NH4+].[Cl-]. (3) Given the product [CH2:30]([O:32][C:33](=[O:48])[C:34]([O:37][C:38]1[CH:43]=[CH:42][C:41]([O:15][CH2:14][CH2:13][CH:11]2[CH2:12][N:8]([CH2:7][C:6]3[CH:5]=[CH:4][C:3]([O:2][CH3:1])=[CH:29][CH:28]=3)[C:9](=[O:27])[N:10]2[CH3:26])=[C:40]([CH2:45][CH2:46][CH3:47])[CH:39]=1)([CH3:35])[CH3:36])[CH3:31], predict the reactants needed to synthesize it. The reactants are: [CH3:1][O:2][C:3]1[CH:29]=[CH:28][C:6]([CH2:7][N:8]2[CH2:12][CH:11]([CH2:13][CH2:14][O:15]S(C3C=CC(C)=CC=3)(=O)=O)[N:10]([CH3:26])[C:9]2=[O:27])=[CH:5][CH:4]=1.[CH2:30]([O:32][C:33](=[O:48])[C:34]([O:37][C:38]1[CH:43]=[CH:42][C:41](O)=[C:40]([CH2:45][CH2:46][CH3:47])[CH:39]=1)([CH3:36])[CH3:35])[CH3:31]. (4) Given the product [C:17]([C:14]1[CH:15]=[CH:16][C:11]([C:10]([NH:9][C:4]2[CH:5]=[CH:6][C:7]([CH3:8])=[C:2]([NH:1][C:25](=[O:26])[C:24]3[CH:28]=[CH:29][CH:30]=[C:22]([CH2:21][Cl:20])[CH:23]=3)[CH:3]=2)=[O:19])=[CH:12][CH:13]=1)#[N:18], predict the reactants needed to synthesize it. The reactants are: [NH2:1][C:2]1[CH:3]=[C:4]([NH:9][C:10](=[O:19])[C:11]2[CH:16]=[CH:15][C:14]([C:17]#[N:18])=[CH:13][CH:12]=2)[CH:5]=[CH:6][C:7]=1[CH3:8].[Cl:20][CH2:21][C:22]1[CH:23]=[C:24]([CH:28]=[CH:29][CH:30]=1)[C:25](Cl)=[O:26]. (5) Given the product [F:25][C:26]1[CH:27]=[C:28]2[C:32](=[CH:33][CH:34]=1)[NH:31][CH:30]=[C:29]2[C:35]1[CH2:36][CH2:37][N:38]([CH2:12][C@H:13]2[CH2:22][CH2:21][C:20]3[C:15](=[C:16]([O:23][CH3:24])[CH:17]=[CH:18][CH:19]=3)[O:14]2)[CH2:39][CH:40]=1, predict the reactants needed to synthesize it. The reactants are: CC1C=CC(S(O[CH2:12][C@H:13]2[CH2:22][CH2:21][C:20]3[C:15](=[C:16]([O:23][CH3:24])[CH:17]=[CH:18][CH:19]=3)[O:14]2)(=O)=O)=CC=1.[F:25][C:26]1[CH:27]=[C:28]2[C:32](=[CH:33][CH:34]=1)[NH:31][CH:30]=[C:29]2[C:35]1[CH2:36][CH2:37][NH:38][CH2:39][CH:40]=1.